Task: Predict the reaction yield, written as a fraction of the theoretical maximum amount of product (1.0 means a 100% yield; for example, 0.34 means a 34% yield).. Dataset: Reaction yield outcomes from USPTO patents with 853,638 reactions (1) The reactants are Br[C:2]1[CH:3]=[CH:4][C:5]([F:27])=[C:6]([CH2:8][CH2:9][N:10]2[CH2:15][CH2:14][N:13]([C:16]3[CH:25]=[CH:24][CH:23]=[C:22]4[C:17]=3[CH:18]=[CH:19][C:20]([CH3:26])=[N:21]4)[CH2:12][CH2:11]2)[CH:7]=1.[C:28]([NH2:31])(=[O:30])[CH3:29]. No catalyst specified. The product is [F:27][C:5]1[CH:4]=[CH:3][C:2]([NH:31][C:28](=[O:30])[CH3:29])=[CH:7][C:6]=1[CH2:8][CH2:9][N:10]1[CH2:15][CH2:14][N:13]([C:16]2[CH:25]=[CH:24][CH:23]=[C:22]3[C:17]=2[CH:18]=[CH:19][C:20]([CH3:26])=[N:21]3)[CH2:12][CH2:11]1. The yield is 0.660. (2) The reactants are [F:1][C:2]([F:13])([F:12])[O:3][C:4]1[CH:5]=[C:6]([CH:9]=[CH:10][CH:11]=1)[CH:7]=O.[CH3:14][C:15]([S@@:18]([NH2:20])=[O:19])([CH3:17])[CH3:16]. The catalyst is ClCCl.S([O-])([O-])(=O)=O.[Cu+2]. The product is [F:1][C:2]([F:13])([F:12])[O:3][C:4]1[CH:5]=[C:6](/[CH:7]=[N:20]/[S@:18]([C:15]([CH3:17])([CH3:16])[CH3:14])=[O:19])[CH:9]=[CH:10][CH:11]=1. The yield is 0.700. (3) The reactants are C(O[C:6](=O)[N:7](C)[CH2:8][C:9]1[CH:10]=[N:11][CH:12]=[C:13]([C:16]2[CH:17]=[C:18]3[C:22](=[CH:23][CH:24]=2)[NH:21][N:20]=[C:19]3[C:25]2[N:26](COCC[Si](C)(C)C)[CH:27]=[CH:28][N:29]=2)[C:14]=1[CH3:15])(C)(C)C.Cl.C(O)C. The catalyst is O1CCOCC1. The product is [NH:26]1[CH:27]=[CH:28][N:29]=[C:25]1[C:19]1[C:18]2[C:22](=[CH:23][CH:24]=[C:16]([C:13]3[C:14]([CH3:15])=[C:9]([CH2:8][NH:7][CH3:6])[CH:10]=[N:11][CH:12]=3)[CH:17]=2)[NH:21][N:20]=1. The yield is 0.470. (4) The reactants are [N:1]([C@H:4]1[CH2:28][CH2:27][C@@:26]2([CH3:29])[C:6](=[CH:7][CH2:8][C@@H:9]3[C@@H:25]2[CH2:24][CH2:23][C@@:22]2([CH3:30])[C@H:10]3[CH2:11][CH2:12][C@@H:13]2[C@H:14]([CH3:21])[CH2:15][CH2:16][CH2:17][CH:18]([CH3:20])[CH3:19])[CH2:5]1)=[N+]=[N-].[H-].[H-].[H-].[H-].[Li+].[Al+3]. The catalyst is C(OCC)C. The product is [NH2:1][C@H:4]1[CH2:28][CH2:27][C@@:26]2([CH3:29])[C:6](=[CH:7][CH2:8][C@@H:9]3[C@@H:25]2[CH2:24][CH2:23][C@@:22]2([CH3:30])[C@H:10]3[CH2:11][CH2:12][C@@H:13]2[C@H:14]([CH3:21])[CH2:15][CH2:16][CH2:17][CH:18]([CH3:20])[CH3:19])[CH2:5]1. The yield is 0.963. (5) The reactants are [CH:1]1([N:7]([CH:18]2[CH2:23][CH2:22][CH2:21][CH2:20][CH2:19]2)[C:8]([NH:10][C:11]2[S:12][C:13]([CH:16]=O)=[CH:14][N:15]=2)=[O:9])[CH2:6][CH2:5][CH2:4][CH2:3][CH2:2]1.Cl.[CH3:25][N:26]([CH3:36])[S:27]([N:30]1[CH2:35][CH2:34][NH:33][CH2:32][CH2:31]1)(=[O:29])=[O:28].C(O[BH-](OC(=O)C)OC(=O)C)(=O)C.[Na+]. No catalyst specified. The product is [CH3:25][N:26]([CH3:36])[S:27]([N:30]1[CH2:35][CH2:34][N:33]([CH2:16][C:13]2[S:12][C:11]([NH:10][C:8]([N:7]([CH:18]3[CH2:23][CH2:22][CH2:21][CH2:20][CH2:19]3)[CH:1]3[CH2:6][CH2:5][CH2:4][CH2:3][CH2:2]3)=[O:9])=[N:15][CH:14]=2)[CH2:32][CH2:31]1)(=[O:28])=[O:29]. The yield is 0.420. (6) The yield is 0.910. The reactants are [OH:1][CH2:2][C:3]([CH2:8][OH:9])([CH2:6][OH:7])[CH2:4][OH:5].[C:10]1([CH3:20])[CH:15]=[CH:14][C:13]([S:16](Cl)(=[O:18])=[O:17])=[CH:12][CH:11]=1.Cl. The catalyst is N1C=CC=CC=1. The product is [S:16]([O:1][CH2:2][C:3]([CH2:8][O:9][S:16]([C:13]1[CH:14]=[CH:15][C:10]([CH3:20])=[CH:11][CH:12]=1)(=[O:18])=[O:17])([CH2:6][O:7][S:16]([C:13]1[CH:14]=[CH:15][C:10]([CH3:20])=[CH:11][CH:12]=1)(=[O:18])=[O:17])[CH2:4][O:5][S:16]([C:13]1[CH:14]=[CH:15][C:10]([CH3:20])=[CH:11][CH:12]=1)(=[O:18])=[O:17])([C:13]1[CH:14]=[CH:15][C:10]([CH3:20])=[CH:11][CH:12]=1)(=[O:18])=[O:17]. (7) The reactants are [CH2:1]([CH:8]([C:11](=O)[CH3:12])[C:9]#[N:10])[C:2]1[CH:7]=[CH:6][CH:5]=[CH:4][CH:3]=1.[NH2:14][NH2:15].O. The catalyst is C(O)C. The product is [CH2:1]([C:8]1[C:11]([CH3:12])=[N:14][NH:15][C:9]=1[NH2:10])[C:2]1[CH:7]=[CH:6][CH:5]=[CH:4][CH:3]=1. The yield is 0.800. (8) The reactants are [Cl:1][C:2]1[N:3]=[C:4]([C:9]([OH:11])=O)[NH:5][C:6]=1[CH2:7][CH3:8].S(Cl)(Cl)=O.[NH2:16][CH:17]1[CH2:25][C:24]2[C:19](=[CH:20][CH:21]=[C:22]([NH:26][C:27]([C@@H:29]3[CH2:31][C@H:30]3[C:32]([O:34][CH2:35][CH3:36])=[O:33])=[O:28])[CH:23]=2)[CH2:18]1. The catalyst is N1C=CC=CC=1. The product is [Cl:1][C:2]1[N:3]=[C:4]([C:9]([NH:16][CH:17]2[CH2:25][C:24]3[C:19](=[CH:20][CH:21]=[C:22]([NH:26][C:27]([C@@H:29]4[CH2:31][C@H:30]4[C:32]([O:34][CH2:35][CH3:36])=[O:33])=[O:28])[CH:23]=3)[CH2:18]2)=[O:11])[NH:5][C:6]=1[CH2:7][CH3:8]. The yield is 0.920. (9) The yield is 0.360. The product is [CH3:20][C:16]1([CH3:21])[C:15]2[CH:14]=[CH:13][CH:12]=[C:11]([CH2:10][CH2:9][NH:8][C:6]3[CH:5]=[C:4]([C:32]4[CH:31]=[N:30][C:29]([N:26]5[CH2:25][CH2:24][N:23]([CH3:22])[CH2:28][CH2:27]5)=[CH:34][CH:33]=4)[N:3]=[CH:2][N:7]=3)[C:19]=2[O:18][CH2:17]1. The reactants are Cl[C:2]1[N:7]=[C:6]([NH:8][CH2:9][CH2:10][C:11]2[C:19]3[O:18][CH2:17][C:16]([CH3:21])([CH3:20])[C:15]=3[CH:14]=[CH:13][CH:12]=2)[CH:5]=[CH:4][N:3]=1.[CH3:22][N:23]1[CH2:28][CH2:27][N:26]([C:29]2[CH:34]=[CH:33][C:32](B3OC(C)(C)C(C)(C)O3)=[CH:31][N:30]=2)[CH2:25][CH2:24]1.C([O-])([O-])=O.[Na+].[Na+].C1(P(C2CCCCC2)C2C=CC=CC=2C2C(OC)=C(S(O[Na])(=O)=O)C=CC=2OC)CCCCC1.N#N. The catalyst is CC(O)C.CC([O-])=O.CC([O-])=O.[Pd+2]. (10) The reactants are [C:1]([C:5]1[O:9][C:8]([C:10](O)=[O:11])=[CH:7][C:6]=1[CH2:13][O:14][CH2:15][O:16][CH3:17])([CH3:4])([CH3:3])[CH3:2].[H-].[Al+3].[Li+].[H-].[H-].[H-].C(OCC)(=O)C.[NH4+].[Cl-]. The catalyst is C1COCC1.[O-2].[O-2].[Mn+4]. The product is [C:1]([C:5]1[O:9][C:8]([CH:10]=[O:11])=[CH:7][C:6]=1[CH2:13][O:14][CH2:15][O:16][CH3:17])([CH3:4])([CH3:2])[CH3:3]. The yield is 0.880.